Dataset: Reaction yield outcomes from USPTO patents with 853,638 reactions. Task: Predict the reaction yield, written as a fraction of the theoretical maximum amount of product (1.0 means a 100% yield; for example, 0.34 means a 34% yield). The reactants are [S:1]([N:11]1[C:15]2=[N:16][CH:17]=[C:18]([CH2:20][NH:21][C:22]([N:24]3[CH2:28][CH2:27][CH:26]([NH:29][C:30](=[O:36])[O:31][C:32]([CH3:35])([CH3:34])[CH3:33])[CH2:25]3)=S)[N:19]=[C:14]2[CH:13]=[CH:12]1)([C:4]1[CH:10]=[CH:9][C:7]([CH3:8])=[CH:6][CH:5]=1)(=[O:3])=[O:2].CCN(C(C)C)C(C)C.C([O-])(O)=O.[Na+].CCOC(C)=O. The catalyst is C1COCC1.FC(F)(F)C([O-])=O.[Hg+2].FC(F)(F)C([O-])=O. The product is [S:1]([N:11]1[C:15]2[N:16]=[CH:17][C:18]3[N:19]([C:22]([N:24]4[CH2:28][CH2:27][CH:26]([NH:29][C:30](=[O:36])[O:31][C:32]([CH3:35])([CH3:34])[CH3:33])[CH2:25]4)=[N:21][CH:20]=3)[C:14]=2[CH:13]=[CH:12]1)([C:4]1[CH:10]=[CH:9][C:7]([CH3:8])=[CH:6][CH:5]=1)(=[O:3])=[O:2]. The yield is 0.810.